Dataset: Reaction yield outcomes from USPTO patents with 853,638 reactions. Task: Predict the reaction yield, written as a fraction of the theoretical maximum amount of product (1.0 means a 100% yield; for example, 0.34 means a 34% yield). (1) The reactants are [C:1]([Cl:6])([C:3](Cl)=O)=O.CN(C=O)C.[N:12]1[C:17]2[CH:18]=[CH:19][S:20]C=2C(=O)[NH:14][CH:13]=1. The catalyst is O. The product is [Cl:6][C:1]1[C:3]2[S:20][CH:19]=[CH:18][C:17]=2[N:12]=[CH:13][N:14]=1. The yield is 0.970. (2) The reactants are [CH2:1]1[C:9]2[C:4](=[CH:5][CH:6]=[CH:7][CH:8]=2)[CH:3]=[CH:2]1.C([Li])CCC.Cl[CH2:16][C:17]1[CH:22]=[CH:21][CH:20]=[CH:19][CH:18]=1.O. The catalyst is C(OCC)C. The product is [CH2:16]([CH:1]1[C:9]2[C:4](=[CH:5][CH:6]=[CH:7][CH:8]=2)[CH:3]=[CH:2]1)[C:17]1[CH:22]=[CH:21][CH:20]=[CH:19][CH:18]=1. The yield is 0.790. (3) The reactants are [CH2:1]([O:3][C:4](=[O:39])[CH2:5][CH2:6][CH2:7][O:8][C:9]1[CH:14]=[CH:13][CH:12]=[C:11]([CH2:15][CH2:16][CH2:17][CH2:18][CH2:19][CH2:20][O:21][C:22]2[CH:27]=[C:26]([O:28][CH2:29][CH3:30])[CH:25]=[C:24](Br)[CH:23]=2)[C:10]=1[CH2:32][CH2:33][C:34]([O:36][CH2:37][CH3:38])=[O:35])[CH3:2].[Cl:40][C:41]1[CH:46]=[CH:45][C:44](B(O)O)=[CH:43][CH:42]=1.C(=O)([O-])[O-].[Cs+].[Cs+]. The catalyst is C1C=CC(P(C2C=CC=CC=2)[C-]2C=CC=C2)=CC=1.C1C=CC(P(C2C=CC=CC=2)[C-]2C=CC=C2)=CC=1.Cl[Pd]Cl.[Fe+2]. The product is [CH2:1]([O:3][C:4](=[O:39])[CH2:5][CH2:6][CH2:7][O:8][C:9]1[CH:14]=[CH:13][CH:12]=[C:11]([CH2:15][CH2:16][CH2:17][CH2:18][CH2:19][CH2:20][O:21][C:22]2[CH:23]=[C:24]([C:44]3[CH:45]=[CH:46][C:41]([Cl:40])=[CH:42][CH:43]=3)[CH:25]=[C:26]([O:28][CH2:29][CH3:30])[CH:27]=2)[C:10]=1[CH2:32][CH2:33][C:34]([O:36][CH2:37][CH3:38])=[O:35])[CH3:2]. The yield is 0.720. (4) The reactants are [CH2:1]([N:3]([CH2:14][CH2:15][NH:16][C:17]([C:19]1[C:32]2[C:23](=[N:24][C:25]3[C:30]([N:31]=2)=[CH:29][CH:28]=[C:27]([I:33])[CH:26]=3)[CH:22]=[CH:21][CH:20]=1)=[O:18])[CH2:4][CH2:5][O:6][C:7]1[C:8]([F:13])=[N:9][CH:10]=[CH:11][CH:12]=1)[CH3:2].[ClH:34].Cl.C(N(CCNC(C1C=NC2C(=CC=C(I)C=2)N=1)=O)CCOC1C(F)=NC=CC=1)C. No catalyst specified. The product is [ClH:34].[ClH:34].[CH2:1]([N:3]([CH2:14][CH2:15][NH:16][C:17]([C:19]1[C:32]2[C:23](=[N:24][C:25]3[C:30]([N:31]=2)=[CH:29][CH:28]=[C:27]([I:33])[CH:26]=3)[CH:22]=[CH:21][CH:20]=1)=[O:18])[CH2:4][CH2:5][O:6][C:7]1[C:8]([F:13])=[N:9][CH:10]=[CH:11][CH:12]=1)[CH3:2]. The yield is 0.690.